From a dataset of Full USPTO retrosynthesis dataset with 1.9M reactions from patents (1976-2016). Predict the reactants needed to synthesize the given product. (1) Given the product [OH:2][CH2:3][C:4]1[N:39]=[C:7]2[N:8]([CH:35]([CH3:38])[CH2:36][CH3:37])[C:9](=[O:34])[C:10]([CH2:15][C:16]3[CH:17]=[CH:18][C:19]([C:22]4[CH:27]=[CH:26][CH:25]=[CH:24][C:23]=4[C:28]4[NH:32][C:31](=[O:33])[O:30][N:29]=4)=[CH:20][CH:21]=3)=[C:11]([CH2:12][CH2:13][CH3:14])[N:6]2[N:5]=1, predict the reactants needed to synthesize it. The reactants are: C[O:2][CH2:3][C:4]1[N:39]=[C:7]2[N:8]([CH:35]([CH3:38])[CH2:36][CH3:37])[C:9](=[O:34])[C:10]([CH2:15][C:16]3[CH:21]=[CH:20][C:19]([C:22]4[CH:27]=[CH:26][CH:25]=[CH:24][C:23]=4[C:28]4[NH:32][C:31](=[O:33])[O:30][N:29]=4)=[CH:18][CH:17]=3)=[C:11]([CH2:12][CH2:13][CH3:14])[N:6]2[N:5]=1.B(Br)(Br)Br.C(=O)([O-])O.[Na+].Cl. (2) Given the product [C:1]1([CH2:11][N:12]2[C:16]3[CH:17]=[CH:18][CH:19]=[CH:20][C:15]=3[N:14]([CH2:21][CH2:22][C:23]([NH:48][S:45]([C:39]3[CH:44]=[CH:43][CH:42]=[CH:41][CH:40]=3)(=[O:47])=[O:46])=[O:24])[C:13]2=[O:26])[C:10]2[C:5](=[CH:6][CH:7]=[CH:8][CH:9]=2)[CH:4]=[CH:3][CH:2]=1, predict the reactants needed to synthesize it. The reactants are: [C:1]1([CH2:11][N:12]2[C:16]3[CH:17]=[CH:18][CH:19]=[CH:20][C:15]=3[N:14]([CH2:21][CH2:22][C:23](O)=[O:24])[C:13]2=[O:26])[C:10]2[C:5](=[CH:6][CH:7]=[CH:8][CH:9]=2)[CH:4]=[CH:3][CH:2]=1.C(N1C=CN=C1)(N1C=CN=C1)=O.[C:39]1([S:45]([NH2:48])(=[O:47])=[O:46])[CH:44]=[CH:43][CH:42]=[CH:41][CH:40]=1.N12CCCN=C1CCCCC2.Cl. (3) Given the product [CH2:20]([N:13]([CH:14]1[CH2:19][CH2:18][O:17][CH2:16][CH2:15]1)[C:4]1[C:5]([CH3:12])=[C:6]([C:7]([O:9][CH3:10])=[O:8])[CH:11]=[C:2]([C:30]2[CH:31]=[CH:32][C:33]([CH2:34][N:35]3[CH2:40][CH2:39][O:38][CH2:37][CH2:36]3)=[CH:41][CH:42]=2)[CH:3]=1)[CH3:21], predict the reactants needed to synthesize it. The reactants are: Br[C:2]1[CH:3]=[C:4]([N:13]([CH2:20][CH3:21])[CH:14]2[CH2:19][CH2:18][O:17][CH2:16][CH2:15]2)[C:5]([CH3:12])=[C:6]([CH:11]=1)[C:7]([O:9][CH3:10])=[O:8].CC1(C)C(C)(C)OB([C:30]2[CH:42]=[CH:41][C:33]([CH2:34][N:35]3[CH2:40][CH2:39][O:38][CH2:37][CH2:36]3)=[CH:32][CH:31]=2)O1.O1CCOCC1.C(=O)([O-])[O-].[Na+].[Na+]. (4) Given the product [OH:8][C@H:5]1[CH2:6][CH2:7][C@H:2]([N:1]2[CH2:9][CH2:10][CH2:11][C:12]2=[O:13])[CH2:3][CH2:4]1, predict the reactants needed to synthesize it. The reactants are: [NH2:1][C@H:2]1[CH2:7][CH2:6][C@H:5]([OH:8])[CH2:4][CH2:3]1.[C:9]1(=O)[O:13][CH2:12][CH2:11][CH2:10]1. (5) Given the product [C:3]([C:4]1[CH:5]=[C:6]([NH:10][C:11](=[O:12])[NH:13][C:14]2[CH:15]=[CH:16][C:17]([C:20]([NH:21][CH2:22][C:23]3[CH:28]=[CH:27][C:26]([S:29](=[O:32])(=[O:31])[NH2:30])=[CH:25][CH:24]=3)=[O:33])=[CH:18][CH:19]=2)[CH:7]=[CH:8][CH:9]=1)(=[NH:34])[NH2:35], predict the reactants needed to synthesize it. The reactants are: CO[C:3](=[NH:34])[C:4]1[CH:9]=[CH:8][CH:7]=[C:6]([NH:10][C:11]([NH:13][C:14]2[CH:19]=[CH:18][C:17]([C:20](=[O:33])[NH:21][CH2:22][C:23]3[CH:28]=[CH:27][C:26]([S:29](=[O:32])(=[O:31])[NH2:30])=[CH:25][CH:24]=3)=[CH:16][CH:15]=2)=[O:12])[CH:5]=1.[NH3:35].